Dataset: Full USPTO retrosynthesis dataset with 1.9M reactions from patents (1976-2016). Task: Predict the reactants needed to synthesize the given product. (1) Given the product [C:7]([NH:11][C:12]1[N:6]2[C:2]([S:3][CH:4]=[CH:5]2)=[N:1][C:16]=1[C:15]1[CH:18]=[CH:19][C:20]([Cl:22])=[CH:21][C:14]=1[Cl:13])([CH3:10])([CH3:9])[CH3:8], predict the reactants needed to synthesize it. The reactants are: [NH2:1][C:2]1[S:3][CH:4]=[CH:5][N:6]=1.[C:7]([N+:11]#[C-:12])([CH3:10])([CH3:9])[CH3:8].[Cl:13][C:14]1[CH:21]=[C:20]([Cl:22])[CH:19]=[CH:18][C:15]=1[CH:16]=O. (2) Given the product [ClH:56].[NH2:42][CH2:41][C:40]([NH:39][C:36]1[S:37][CH:38]=[C:34](/[C:30](=[N:31]/[O:32][CH3:33])/[C:29]([NH:28][C@H:14]([B:15]([OH:23])[OH:16])[CH2:13][C:9]2[C:8]([OH:52])=[C:7]([CH:12]=[CH:11][CH:10]=2)[C:6]([OH:54])=[O:5])=[O:51])[N:35]=1)=[O:50], predict the reactants needed to synthesize it. The reactants are: C([O:5][C:6](=[O:54])[C:7]1[CH:12]=[CH:11][CH:10]=[C:9]([CH2:13][C@H:14]([NH:28][C:29](=[O:51])/[C:30](/[C:34]2[N:35]=[C:36]([NH:39][C:40](=[O:50])[CH2:41][NH:42]C(OC(C)(C)C)=O)[S:37][CH:38]=2)=[N:31]\[O:32][CH3:33])[B:15]2[O:23]C3C(C)(C4CC(C3)C4(C)C)[O:16]2)[C:8]=1[O:52]C)(C)(C)C.B(Cl)(Cl)[Cl:56]. (3) Given the product [ClH:1].[Cl:1][C:2]1[CH:3]=[C:4]([C@H:13]([NH2:16])[CH2:14][CH3:15])[CH:5]=[CH:6][C:7]=1[O:8][C:9]([F:11])([F:12])[F:10], predict the reactants needed to synthesize it. The reactants are: [Cl:1][C:2]1[CH:3]=[C:4]([C@H:13]([NH:16][S@@](C(C)(C)C)=O)[CH2:14][CH3:15])[CH:5]=[CH:6][C:7]=1[O:8][C:9]([F:12])([F:11])[F:10].C(Cl)Cl.Cl.O1CCOCC1. (4) The reactants are: [N:1]1[CH:6]=[CH:5][CH:4]=[C:3](B(O)O)[CH:2]=1.Br[C:11]1[CH:32]=[CH:31][C:14]([CH2:15][NH:16][C:17]([C:19]2[CH:24]=[CH:23][C:22]([C:25]3[CH:30]=[CH:29][CH:28]=[CH:27][CH:26]=3)=[CH:21][CH:20]=2)=[O:18])=[CH:13][CH:12]=1.C([O-])([O-])=O.[Na+].[Na+].C(O)C. Given the product [N:1]1[CH:6]=[CH:5][CH:4]=[C:3]([C:11]2[CH:32]=[CH:31][C:14]([CH2:15][NH:16][C:17]([C:19]3[CH:24]=[CH:23][C:22]([C:25]4[CH:30]=[CH:29][CH:28]=[CH:27][CH:26]=4)=[CH:21][CH:20]=3)=[O:18])=[CH:13][CH:12]=2)[CH:2]=1, predict the reactants needed to synthesize it. (5) Given the product [N+:1]([C:4]1[CH:5]=[C:6]([CH:11]=[CH:12][C:13]=1[C:14]1[O:18][N:17]=[C:16]([C:19]2[CH:24]=[CH:23][C:22]([C:25]([F:28])([F:27])[F:26])=[CH:21][CH:20]=2)[N:15]=1)[C:7]([OH:9])=[O:8])([O-:3])=[O:2], predict the reactants needed to synthesize it. The reactants are: [N+:1]([C:4]1[CH:5]=[C:6]([CH:11]=[CH:12][C:13]=1[C:14]1[O:18][N:17]=[C:16]([C:19]2[CH:24]=[CH:23][C:22]([C:25]([F:28])([F:27])[F:26])=[CH:21][CH:20]=2)[N:15]=1)[C:7]([O:9]C)=[O:8])([O-:3])=[O:2].[OH-].[Na+].Cl.